Dataset: Forward reaction prediction with 1.9M reactions from USPTO patents (1976-2016). Task: Predict the product of the given reaction. (1) Given the reactants [Cl:1][C:2]1[N:3]=[N:4][C:5](Cl)=[CH:6][CH:7]=1.[C:9]([NH:12][NH2:13])(=O)[CH3:10], predict the reaction product. The product is: [Cl:1][C:2]1[CH:7]=[CH:6][C:5]2[N:4]([C:9]([CH3:10])=[N:12][N:13]=2)[N:3]=1. (2) Given the reactants [F:1][C:2]1[CH:7]=[CH:6][C:5]([C:8](=O)[CH:9]([C:16]2[CH:21]=[CH:20][CH:19]=[CH:18][CH:17]=2)[CH2:10][C:11](=O)[CH:12]([CH3:14])[CH3:13])=[CH:4][CH:3]=1.[NH2:23][CH2:24][CH2:25][C@H:26]1[O:31][C:30]2([CH2:36][CH2:35][CH2:34][CH2:33][CH2:32]2)[O:29][C@@H:28]([CH2:37][C:38]([O:40][CH:41]2[CH2:46][CH2:45][CH2:44][CH2:43][CH2:42]2)=[O:39])[CH2:27]1, predict the reaction product. The product is: [F:1][C:2]1[CH:7]=[CH:6][C:5]([C:8]2[N:23]([CH2:24][CH2:25][C@H:26]3[O:31][C:30]4([CH2:36][CH2:35][CH2:34][CH2:33][CH2:32]4)[O:29][C@@H:28]([CH2:37][C:38]([O:40][CH:41]4[CH2:46][CH2:45][CH2:44][CH2:43][CH2:42]4)=[O:39])[CH2:27]3)[C:11]([CH:12]([CH3:14])[CH3:13])=[CH:10][C:9]=2[C:16]2[CH:21]=[CH:20][CH:19]=[CH:18][CH:17]=2)=[CH:4][CH:3]=1. (3) Given the reactants [CH3:1][O:2][C:3]([N:5]1[C@@H:13]2[C@@H:8]([C@@:9]([OH:23])([C:14]#[C:15][C:16]3[CH:17]=[C:18]([CH3:22])[CH:19]=[CH:20][CH:21]=3)[CH2:10][CH2:11][CH2:12]2)[CH2:7][CH2:6]1)=[O:4].[F:24][C:25]([F:36])([F:35])[C:26]1[CH:27]=[C:28]([CH:32]=[CH:33][CH:34]=1)[C:29](O)=[O:30], predict the reaction product. The product is: [CH3:1][O:2][C:3]([N:5]1[C@H:13]2[C@H:8]([C@@:9]([C:14]#[C:15][C:16]3[CH:17]=[C:18]([CH3:22])[CH:19]=[CH:20][CH:21]=3)([O:23][C:29](=[O:30])[C:28]3[CH:32]=[CH:33][CH:34]=[C:26]([C:25]([F:24])([F:35])[F:36])[CH:27]=3)[CH2:10][CH2:11][CH2:12]2)[CH2:7][CH2:6]1)=[O:4]. (4) Given the reactants S(Cl)(Cl)=O.[C:5]1([CH2:11][C:12]([OH:14])=O)[CH:10]=[CH:9][CH:8]=[CH:7][CH:6]=1.C1(CC(Cl)=O)C=CC=CC=1.[NH2:25][C:26]1[CH:27]=[N:28][C:29]2[C:34]([C:35]=1[OH:36])=[CH:33][CH:32]=[CH:31][CH:30]=2, predict the reaction product. The product is: [OH:36][C:35]1[C:34]2[C:29](=[CH:30][CH:31]=[CH:32][CH:33]=2)[N:28]=[CH:27][C:26]=1[NH:25][C:12](=[O:14])[CH2:11][C:5]1[CH:6]=[CH:7][CH:8]=[CH:9][CH:10]=1. (5) Given the reactants N#N.[Br:3][C:4]1[CH:9]=[CH:8][C:7]([CH2:10][CH:11]([NH:15][C:16]([O:18][C:19]([CH3:22])([CH3:21])[CH3:20])=[O:17])[C:12](O)=O)=[C:6]([F:23])[CH:5]=1.C(N1CCOCC1)C.CN(C(O[N:40]1N=[N:47][C:42]2[CH:43]=[CH:44][CH:45]=[CH:46][C:41]1=2)=[N+](C)C)C.[B-](F)(F)(F)F.C1(N)C(N)=CC=CC=1, predict the reaction product. The product is: [NH:40]1[C:41]2[CH:46]=[CH:45][CH:44]=[CH:43][C:42]=2[N:47]=[C:12]1[CH:11]([NH:15][C:16](=[O:17])[O:18][C:19]([CH3:22])([CH3:21])[CH3:20])[CH2:10][C:7]1[CH:8]=[CH:9][C:4]([Br:3])=[CH:5][C:6]=1[F:23].